Dataset: Peptide-MHC class I binding affinity with 185,985 pairs from IEDB/IMGT. Task: Regression. Given a peptide amino acid sequence and an MHC pseudo amino acid sequence, predict their binding affinity value. This is MHC class I binding data. The peptide sequence is GRRPLKNRK. The MHC is HLA-A68:02 with pseudo-sequence HLA-A68:02. The binding affinity (normalized) is 0.0847.